Dataset: Orexin1 receptor HTS with 218,158 compounds and 233 confirmed actives. Task: Binary Classification. Given a drug SMILES string, predict its activity (active/inactive) in a high-throughput screening assay against a specified biological target. (1) The result is 0 (inactive). The molecule is O=C(NC(CC)(C)C)C(N(c1c(cc2OCOc2c1)C(=O)C)C(=O)Cn1nnc2c1cccc2)c1ccncc1. (2) The compound is O1C(CCCC1)CCN(c1nc2nonc2nc1NCCOC)C. The result is 0 (inactive). (3) The drug is O=C(N1CC(CCC1)C)Nc1c(OC)ccc(OC)c1. The result is 0 (inactive). (4) The molecule is S(=O)(=O)(N1CC(CCC1)C(=O)NCCC=1CCCCC1)c1ccc(F)cc1. The result is 0 (inactive). (5) The drug is S(Cc1cc(c(cc1)C)C)c1ncnc2n(ncc12)Cc1ccccc1. The result is 0 (inactive). (6) The drug is Clc1c(OCC(O)CNC23CC4CC(C2)CC(C3)C4)ccc(S(=O)(=O)N2CCOCC2)c1. The result is 0 (inactive).